This data is from Reaction yield outcomes from USPTO patents with 853,638 reactions. The task is: Predict the reaction yield, written as a fraction of the theoretical maximum amount of product (1.0 means a 100% yield; for example, 0.34 means a 34% yield). (1) The reactants are [C:1]([NH:4][C:5]1[CH:9]=[C:8]([C:10]2[CH:15]=[CH:14][C:13]([CH3:16])=[CH:12][CH:11]=2)S[C:6]=1[C:17]([O:19][CH3:20])=[O:18])(=[O:3])[CH3:2]. The catalyst is [Ni]. The product is [CH3:20][O:19][C:17](=[O:18])[CH2:6][CH:5]([CH2:9][CH2:8][C:10]1[CH:11]=[CH:12][C:13]([CH3:16])=[CH:14][CH:15]=1)[NH:4][C:1](=[O:3])[CH3:2]. The yield is 0.991. (2) The reactants are [Br:1]N1C(=O)CCC1=O.[CH3:9][O:10][C:11]1[CH2:15][CH2:14][C:13](=[O:16])[CH:12]=1. The catalyst is ClCCCl. The product is [Br:1][C:12]1[C:13](=[O:16])[CH2:14][CH2:15][C:11]=1[O:10][CH3:9]. The yield is 0.690. (3) The reactants are [CH2:1]([N:8]1[C:12](=[O:13])[C:11](=[C:14]2[N:18]([CH3:19])[C:17]3[CH:20]=[CH:21][CH:22]=[CH:23][C:16]=3[S:15]2)[S:10][C:9]1=[N:24][C:25]1[CH:26]=[C:27]([NH:34][C:35]([CH2:37][O:38]C(=O)C)=[O:36])[CH:28]=[CH:29][C:30]=1[NH:31][CH2:32][CH3:33])[C:2]1[CH:7]=[CH:6][CH:5]=[CH:4][CH:3]=1.CO.O.C(=O)([O-])[O-].[K+].[K+]. The catalyst is C(Cl)(Cl)Cl. The product is [CH2:1]([N:8]1[C:12](=[O:13])[C:11](=[C:14]2[N:18]([CH3:19])[C:17]3[CH:20]=[CH:21][CH:22]=[CH:23][C:16]=3[S:15]2)[S:10][C:9]1=[N:24][C:25]1[CH:26]=[C:27]([NH:34][C:35](=[O:36])[CH2:37][OH:38])[CH:28]=[CH:29][C:30]=1[NH:31][CH2:32][CH3:33])[C:2]1[CH:3]=[CH:4][CH:5]=[CH:6][CH:7]=1. The yield is 0.210. (4) The reactants are [F:1][C:2]1[CH:11]=[CH:10][C:9]2[O:8][CH2:7][C:6]3[CH:12]=[C:13]([C:15](Cl)=[O:16])[S:14][C:5]=3[C:4]=2[CH:3]=1.[Cl:18][C:19]1[CH:26]=[CH:25][CH:24]=[CH:23][C:20]=1[NH:21][CH3:22].N1C=CC=CC=1. The catalyst is CN(C1C=CN=CC=1)C.C(Cl)Cl. The product is [Cl:18][C:19]1[CH:26]=[CH:25][CH:24]=[CH:23][C:20]=1[N:21]([CH3:22])[C:15]([C:13]1[S:14][C:5]2[C:4]3[CH:3]=[C:2]([F:1])[CH:11]=[CH:10][C:9]=3[O:8][CH2:7][C:6]=2[CH:12]=1)=[O:16]. The yield is 0.280.